From a dataset of Full USPTO retrosynthesis dataset with 1.9M reactions from patents (1976-2016). Predict the reactants needed to synthesize the given product. (1) Given the product [CH:11]([C:14]1[CH:19]=[CH:18][C:17]([NH:20][C:21](=[O:22])[NH:1][C:2]2[CH:3]=[C:4]([CH:8]=[CH:9][CH:10]=2)[C:5]([OH:7])=[O:6])=[CH:16][CH:15]=1)([CH3:13])[CH3:12], predict the reactants needed to synthesize it. The reactants are: [NH2:1][C:2]1[CH:3]=[C:4]([CH:8]=[CH:9][CH:10]=1)[C:5]([OH:7])=[O:6].[CH:11]([C:14]1[CH:19]=[CH:18][C:17]([N:20]=[C:21]=[O:22])=[CH:16][CH:15]=1)([CH3:13])[CH3:12].O. (2) The reactants are: [CH2:1]([O:8][C:9]1[CH:14]=[CH:13][C:12]([CH:15]([CH3:19])[C:16]([OH:18])=O)=[CH:11][C:10]=1[Br:20])[C:2]1[CH:7]=[CH:6][CH:5]=[CH:4][CH:3]=1.O=S(Cl)Cl.[CH3:25][O:26][C:27](=[O:37])[C:28]1[C:33]([Cl:34])=[CH:32][C:31]([Cl:35])=[CH:30][C:29]=1[NH2:36].CCCCCC. Given the product [CH3:25][O:26][C:27](=[O:37])[C:28]1[C:33]([Cl:34])=[CH:32][C:31]([Cl:35])=[CH:30][C:29]=1[NH:36][C:16](=[O:18])[CH:15]([C:12]1[CH:13]=[CH:14][C:9]([O:8][CH2:1][C:2]2[CH:3]=[CH:4][CH:5]=[CH:6][CH:7]=2)=[C:10]([Br:20])[CH:11]=1)[CH3:19], predict the reactants needed to synthesize it. (3) Given the product [CH3:1][CH:2]([CH3:16])[CH2:3][C:4]([NH:6][C:7]1[S:8][CH:9]=[CH:10][C:11]=1[C:12]([OH:14])=[O:13])=[O:5], predict the reactants needed to synthesize it. The reactants are: [CH3:1][CH:2]([CH3:16])[CH2:3][C:4]([NH:6][C:7]1[S:8][CH:9]=[CH:10][C:11]=1[C:12]([O:14]C)=[O:13])=[O:5].[OH-].[K+].Cl. (4) Given the product [Cl:19][C:2]1[N:3]=[C:4]([C:12]([O:14][CH2:15][CH3:16])=[O:13])[CH:5]=[C:6]2[C:11]=1[N:10]=[CH:9][CH:8]=[CH:7]2, predict the reactants needed to synthesize it. The reactants are: O=[C:2]1[C:11]2[N:10]=[CH:9][CH:8]=[CH:7][C:6]=2[CH:5]=[C:4]([C:12]([O:14][CH2:15][CH3:16])=[O:13])[NH:3]1.P(Cl)(Cl)([Cl:19])=O. (5) Given the product [C:19]1(=[O:28])[C:20]2[C:25](=[CH:24][CH:23]=[CH:22][CH:21]=2)[C:26](=[O:27])[NH:18]1, predict the reactants needed to synthesize it. The reactants are: COC1N=CC(C2N=CN(CCCC[N:18]3[C:26](=[O:27])[C:25]4[C:20](=[CH:21][CH:22]=[CH:23][CH:24]=4)[C:19]3=[O:28])C=2)=CC=1.N1C=C(C2C=CC(OC)=NC=2)N=C1.C(=O)([O-])[O-].[K+].[K+].BrCCCCN1C(=O)C2=CC=CC=C2C1=O. (6) Given the product [C:21]([O:20][C:19](=[O:25])[NH:18][CH2:17][C@H:14]1[CH2:13][CH2:12][C@H:11]([NH:10][C:5]2[CH:4]=[C:3]([I:9])[C:2]([Cl:1])=[CH:7][N:6]=2)[CH2:16][CH2:15]1)([CH3:24])([CH3:22])[CH3:23], predict the reactants needed to synthesize it. The reactants are: [Cl:1][C:2]1[C:3]([I:9])=[CH:4][C:5](F)=[N:6][CH:7]=1.[NH2:10][C@H:11]1[CH2:16][CH2:15][C@H:14]([CH2:17][NH:18][C:19](=[O:25])[O:20][C:21]([CH3:24])([CH3:23])[CH3:22])[CH2:13][CH2:12]1.CS(C)=O.